This data is from NCI-60 drug combinations with 297,098 pairs across 59 cell lines. The task is: Regression. Given two drug SMILES strings and cell line genomic features, predict the synergy score measuring deviation from expected non-interaction effect. (1) Synergy scores: CSS=-2.53, Synergy_ZIP=2.78, Synergy_Bliss=3.83, Synergy_Loewe=-2.20, Synergy_HSA=-1.75. Drug 2: COC1=C2C(=CC3=C1OC=C3)C=CC(=O)O2. Cell line: IGROV1. Drug 1: COC1=NC(=NC2=C1N=CN2C3C(C(C(O3)CO)O)O)N. (2) Drug 1: C1=CN(C(=O)N=C1N)C2C(C(C(O2)CO)O)O.Cl. Drug 2: CN(CCCl)CCCl.Cl. Cell line: BT-549. Synergy scores: CSS=21.5, Synergy_ZIP=-8.86, Synergy_Bliss=-7.21, Synergy_Loewe=-0.906, Synergy_HSA=-0.184. (3) Drug 1: C1CCN(CC1)CCOC2=CC=C(C=C2)C(=O)C3=C(SC4=C3C=CC(=C4)O)C5=CC=C(C=C5)O. Drug 2: COC1=CC(=CC(=C1O)OC)C2C3C(COC3=O)C(C4=CC5=C(C=C24)OCO5)OC6C(C(C7C(O6)COC(O7)C8=CC=CS8)O)O. Cell line: OVCAR-8. Synergy scores: CSS=41.8, Synergy_ZIP=-0.986, Synergy_Bliss=-1.000, Synergy_Loewe=-20.0, Synergy_HSA=-0.225. (4) Synergy scores: CSS=13.0, Synergy_ZIP=-4.74, Synergy_Bliss=1.59, Synergy_Loewe=-17.2, Synergy_HSA=1.29. Drug 1: CC1C(C(CC(O1)OC2CC(CC3=C2C(=C4C(=C3O)C(=O)C5=C(C4=O)C(=CC=C5)OC)O)(C(=O)C)O)N)O.Cl. Drug 2: CN(C)N=NC1=C(NC=N1)C(=O)N. Cell line: 786-0. (5) Drug 1: C1=C(C(=O)NC(=O)N1)N(CCCl)CCCl. Drug 2: CC(C)NC(=O)C1=CC=C(C=C1)CNNC.Cl. Cell line: U251. Synergy scores: CSS=22.7, Synergy_ZIP=-1.20, Synergy_Bliss=-3.63, Synergy_Loewe=-18.1, Synergy_HSA=-4.24.